From a dataset of NCI-60 drug combinations with 297,098 pairs across 59 cell lines. Regression. Given two drug SMILES strings and cell line genomic features, predict the synergy score measuring deviation from expected non-interaction effect. (1) Drug 1: CNC(=O)C1=CC=CC=C1SC2=CC3=C(C=C2)C(=NN3)C=CC4=CC=CC=N4. Synergy scores: CSS=3.67, Synergy_ZIP=-0.314, Synergy_Bliss=-0.473, Synergy_Loewe=-4.30, Synergy_HSA=-2.33. Drug 2: CCN(CC)CCNC(=O)C1=C(NC(=C1C)C=C2C3=C(C=CC(=C3)F)NC2=O)C. Cell line: HCC-2998. (2) Drug 1: COC1=CC(=CC(=C1O)OC)C2C3C(COC3=O)C(C4=CC5=C(C=C24)OCO5)OC6C(C(C7C(O6)COC(O7)C8=CC=CS8)O)O. Drug 2: CN(C)N=NC1=C(NC=N1)C(=O)N. Cell line: SNB-75. Synergy scores: CSS=28.1, Synergy_ZIP=-4.75, Synergy_Bliss=-0.232, Synergy_Loewe=-30.1, Synergy_HSA=-1.73. (3) Drug 1: CCC1(CC2CC(C3=C(CCN(C2)C1)C4=CC=CC=C4N3)(C5=C(C=C6C(=C5)C78CCN9C7C(C=CC9)(C(C(C8N6C)(C(=O)OC)O)OC(=O)C)CC)OC)C(=O)OC)O.OS(=O)(=O)O. Drug 2: C1=NNC2=C1C(=O)NC=N2. Cell line: T-47D. Synergy scores: CSS=-0.407, Synergy_ZIP=1.15, Synergy_Bliss=0.616, Synergy_Loewe=0.148, Synergy_HSA=-1.15. (4) Drug 1: C1=CC(=CC=C1CCC2=CNC3=C2C(=O)NC(=N3)N)C(=O)NC(CCC(=O)O)C(=O)O. Drug 2: CC1CCC2CC(C(=CC=CC=CC(CC(C(=O)C(C(C(=CC(C(=O)CC(OC(=O)C3CCCCN3C(=O)C(=O)C1(O2)O)C(C)CC4CCC(C(C4)OC)O)C)C)O)OC)C)C)C)OC. Cell line: HOP-62. Synergy scores: CSS=36.1, Synergy_ZIP=-8.49, Synergy_Bliss=-5.60, Synergy_Loewe=-2.04, Synergy_HSA=-0.667.